This data is from Forward reaction prediction with 1.9M reactions from USPTO patents (1976-2016). The task is: Predict the product of the given reaction. Given the reactants [N:1]1[O:5][N:4]=[C:3]2[CH:6]=[C:7]([C:10]3[C:11]([O:19][CH2:20][C:21]([F:24])([F:23])[F:22])=[N:12][CH:13]=[C:14]([CH:18]=3)[C:15](O)=[O:16])[CH:8]=[CH:9][C:2]=12.[F:25][C:26]([F:35])([F:34])[C:27]1[N:31]=[C:30]([CH2:32][NH2:33])[O:29][N:28]=1, predict the reaction product. The product is: [N:1]1[O:5][N:4]=[C:3]2[CH:6]=[C:7]([C:10]3[C:11]([O:19][CH2:20][C:21]([F:23])([F:24])[F:22])=[N:12][CH:13]=[C:14]([CH:18]=3)[C:15]([NH:33][CH2:32][C:30]3[O:29][N:28]=[C:27]([C:26]([F:35])([F:34])[F:25])[N:31]=3)=[O:16])[CH:8]=[CH:9][C:2]=12.